Dataset: Reaction yield outcomes from USPTO patents with 853,638 reactions. Task: Predict the reaction yield, written as a fraction of the theoretical maximum amount of product (1.0 means a 100% yield; for example, 0.34 means a 34% yield). (1) The reactants are [CH2:1]([O:3][CH2:4][CH2:5][CH2:6][CH:7]=[O:8])[CH3:2].N1CCCC1C(O)=O.[Br:17]N1C(=O)CCC1=O. The catalyst is C(Cl)Cl. The product is [Br:17][CH:6]([CH2:5][CH2:4][O:3][CH2:1][CH3:2])[CH:7]=[O:8]. The yield is 0.397. (2) The reactants are CN(C)C1C=CC=CC=1.[CH3:10][S:11][C:12]1[NH:17][C:16](=O)[N:15]2[N:19]=[CH:20][CH:21]=[C:14]2[N:13]=1.CCOC1C=CC(N)=CC=1.O=P(Cl)(Cl)[Cl:34]. No catalyst specified. The product is [Cl:34][C:16]1[N:15]2[N:19]=[CH:20][CH:21]=[C:14]2[N:13]=[C:12]([S:11][CH3:10])[N:17]=1. The yield is 0.810. (3) The reactants are [Cl:1][C:2]1[C:11](=O)[C:10]2[C:5](=[CH:6][CH:7]=[C:8]([O:13][CH3:14])[N:9]=2)[NH:4][CH:3]=1.P(Br)(Br)[Br:16].O.C(=O)([O-])[O-].[K+].[K+]. The catalyst is CN(C)C=O. The product is [Br:16][C:11]1[C:2]([Cl:1])=[CH:3][N:4]=[C:5]2[C:10]=1[N:9]=[C:8]([O:13][CH3:14])[CH:7]=[CH:6]2. The yield is 0.910. (4) The reactants are [Br:1][C:2]1[CH:10]=[C:9]2[C:5]([C:6]3[CH2:17][N:16]4[CH:12]([CH2:13][CH2:14][CH2:15]4)[CH2:11][C:7]=3[NH:8]2)=[CH:4][CH:3]=1.[H-].[Na+].[S:20](Cl)([C:23]1[CH:29]=[CH:28][C:26]([CH3:27])=[CH:25][CH:24]=1)(=[O:22])=[O:21]. The catalyst is C1COCC1. The product is [Br:1][C:2]1[CH:10]=[C:9]2[C:5]([C:6]3[CH2:17][N:16]4[CH:12]([CH2:13][CH2:14][CH2:15]4)[CH2:11][C:7]=3[N:8]2[S:20]([C:23]2[CH:29]=[CH:28][C:26]([CH3:27])=[CH:25][CH:24]=2)(=[O:22])=[O:21])=[CH:4][CH:3]=1. The yield is 0.480. (5) The reactants are [CH3:1][O:2][C:3]1[CH:4]=[C:5]2[CH2:14][CH:13]([CH2:15][CH:16]3[CH2:21][CH2:20][N:19]([CH2:22][C:23]4[CH:24]=[CH:25][CH:26]=[CH:27][CH:28]=4)[CH2:18][CH2:17]3)[C:11](=[O:12])[C:6]2=[CH:7][C:8]=1[O:9][CH3:10].[ClH:29]. The catalyst is C(O)C. The yield is 0.954. The product is [CH3:1][O:2][C:3]1[CH:4]=[C:5]2[CH2:14][CH:13]([CH2:15][CH:16]3[CH2:17][CH2:18][N:19]([CH2:22][C:23]4[CH:28]=[CH:27][CH:26]=[CH:25][CH:24]=4)[CH2:20][CH2:21]3)[C:11](=[O:12])[C:6]2=[CH:7][C:8]=1[O:9][CH3:10].[ClH:29]. (6) The reactants are [OH:1][C:2]1[CH:7]=[CH:6][C:5]([F:8])=[CH:4][N:3]=1.[N+:9]([O-])([OH:11])=[O:10]. The catalyst is S(=O)(=O)(O)O. The product is [OH:1][C:2]1[C:7]([N+:9]([O-:11])=[O:10])=[CH:6][C:5]([F:8])=[CH:4][N:3]=1. The yield is 0.270. (7) The reactants are [CH2:1]([O:3][C:4]([CH2:6][O:7][C:8]1[C:9]([C:14]([NH2:16])=O)=[N:10][CH:11]=[CH:12][CH:13]=1)=[O:5])[CH3:2].C(N(CC)CC)C.FC(F)(F)C(OC(=O)C(F)(F)F)=O.O. The catalyst is C(Cl)Cl. The product is [C:14]([C:9]1[C:8]([O:7][CH2:6][C:4]([O:3][CH2:1][CH3:2])=[O:5])=[CH:13][CH:12]=[CH:11][N:10]=1)#[N:16]. The yield is 0.870. (8) The reactants are C1(P(C2C=CC=CC=2)C2C=CC=CC=2)C=CC=CC=1.BrN1C(=O)CCC1=O.[Cl:28][C:29]1[CH:30]=[C:31]([CH:41]([CH2:45][CH:46]2[CH2:51][CH2:50][CH2:49][CH2:48][CH2:47]2)[C:42]([OH:44])=O)[CH:32]=[CH:33][C:34]=1[N:35]1[C:39]([CH3:40])=[N:38][N:37]=[N:36]1.[NH2:52][C:53]1[S:54][CH:55]=[CH:56][N:57]=1. The catalyst is C(Cl)Cl. The product is [Cl:28][C:29]1[CH:30]=[C:31]([CH:41]([CH2:45][CH:46]2[CH2:51][CH2:50][CH2:49][CH2:48][CH2:47]2)[C:42]([NH:52][C:53]2[S:54][CH:55]=[CH:56][N:57]=2)=[O:44])[CH:32]=[CH:33][C:34]=1[N:35]1[C:39]([CH3:40])=[N:38][N:37]=[N:36]1. The yield is 0.290.